Dataset: Reaction yield outcomes from USPTO patents with 853,638 reactions. Task: Predict the reaction yield, written as a fraction of the theoretical maximum amount of product (1.0 means a 100% yield; for example, 0.34 means a 34% yield). (1) The reactants are [NH2:1][C:2]1[CH:7]=[CH:6][CH:5]=[CH:4][CH:3]=1.N([O-])=O.[Na+].[C:12]([CH:14]([CH:20]([C:22]#[N:23])C)[C:15](OCC)=O)#[N:13].[OH-].[NH4+:25]. The catalyst is Cl.O.C(O)(=O)C.C1COCC1. The product is [NH2:13][C:12]1[N:1]([C:2]2[CH:7]=[CH:6][CH:5]=[CH:4][CH:3]=2)[N:25]=[C:20]([C:22]#[N:23])[C:14]=1[CH3:15]. The yield is 0.690. (2) The reactants are [CH3:1][N:2]1[C:11]2[C:6](=[CH:7][CH:8]=[CH:9][N:10]=2)[CH:5]=[C:4]([C:12]([O:14]CC)=[O:13])[C:3]1=[O:17].O.[OH-].[Li+].O.C(=O)([O-])O.[Na+]. The catalyst is O1CCOCC1. The product is [CH3:1][N:2]1[C:11]2[C:6](=[CH:7][CH:8]=[CH:9][N:10]=2)[CH:5]=[C:4]([C:12]([OH:14])=[O:13])[C:3]1=[O:17]. The yield is 0.890. (3) The reactants are [NH2:1][C@H:2]([CH2:6][OH:7])[CH:3]([CH3:5])[CH3:4].[C:8](=O)([O-])[O-:9].[K+].[K+].C(=O)(OC)OC. The catalyst is C(OCC)(=O)C.CCCCCC. The product is [CH:3]([C@H:2]1[CH2:6][O:7][C:8](=[O:9])[NH:1]1)([CH3:5])[CH3:4]. The yield is 0.800. (4) The reactants are Cl[CH2:2][CH2:3][NH:4][C:5]([NH:7][C:8]1[CH:13]=[CH:12][C:11]([CH:14]([CH3:19])[C:15]([O:17][CH3:18])=[O:16])=[CH:10][CH:9]=1)=[O:6].N12CCCN=C1CCCCC2.CCCCCC.C(OC(=O)C)C. The catalyst is CN(C)C=O. The product is [O:6]=[C:5]1[NH:4][CH2:3][CH2:2][N:7]1[C:8]1[CH:13]=[CH:12][C:11]([CH:14]([CH3:19])[C:15]([O:17][CH3:18])=[O:16])=[CH:10][CH:9]=1. The yield is 0.920. (5) No catalyst specified. The yield is 1.00. The product is [Cl:1][C:2]1[CH:3]=[CH:4][C:5]([O:25][CH3:23])=[C:6]([C:7]2[NH:21][N:16]=[CH:15][C:9]=2[C:10]([O:12][CH2:13][CH3:14])=[O:11])[CH:19]=1. The reactants are [Cl:1][C:2]1[CH:3]=[CH:4][C:5](C)=[C:6]([CH:19]=1)[C:7]([C:9](=[CH:15][N:16](C)C)[C:10]([O:12][CH2:13][CH3:14])=[O:11])=O.[NH2:21]N.[CH2:23]([OH:25])C. (6) The reactants are [Br:1][C:2]1[CH:9]=[CH:8][C:5]([CH:6]=[O:7])=[CH:4][N:3]=1.[CH3:10][S:11]([OH:14])(=[O:13])=[O:12].[CH2:15](O)[CH2:16][CH:17]=[CH2:18].C([O-])(O)=O.[Na+]. The catalyst is C(Cl)Cl. The product is [CH3:10][S:11]([O:14][CH:16]1[CH2:17][CH2:18][O:7][CH:6]([C:5]2[CH:4]=[N:3][C:2]([Br:1])=[CH:9][CH:8]=2)[CH2:15]1)(=[O:13])=[O:12]. The yield is 0.880.